Dataset: Reaction yield outcomes from USPTO patents with 853,638 reactions. Task: Predict the reaction yield, written as a fraction of the theoretical maximum amount of product (1.0 means a 100% yield; for example, 0.34 means a 34% yield). (1) The reactants are [F:1][C:2]1[CH:10]=[C:9]2[C:5]([C:6](=[C:12]3[C:20]4[C:15](=[CH:16][CH:17]=[CH:18][CH:19]=4)[CH:14]([CH2:21][C:22]([OH:24])=[O:23])[O:13]3)[C:7](=[O:11])[NH:8]2)=[CH:4][CH:3]=1.[Li][CH2:26][CH2:27][CH2:28][CH3:29].[CH3:26][CH2:27][CH2:28][CH2:29]CC.C(Cl)(=O)C(Cl)=O.O[CH2:43][CH2:44][N:45]1CCOC[CH2:46]1. The catalyst is C1COCC1.CCOC(C)=O.CCCCCC. The product is [N:45]1([CH2:44][CH2:43][O:23][C:22](=[O:24])[CH2:21][CH:14]2[C:15]3[C:20](=[CH:19][CH:18]=[CH:17][CH:16]=3)[C:12](=[C:6]3[C:5]4[C:9](=[CH:10][C:2]([F:1])=[CH:3][CH:4]=4)[NH:8][C:7]3=[O:11])[O:13]2)[CH2:46][CH2:29][CH2:28][CH2:27][CH2:26]1. The yield is 0.330. (2) The reactants are Cl[C:2](Cl)=[CH:3][C:4]([C:6]1[C:7]([Cl:14])=[N:8][C:9]([CH3:13])=[CH:10][C:11]=1[Cl:12])=[O:5].[NH2:16][C:17]1[CH:22]=[CH:21][CH:20]=[CH:19][CH:18]=1. The catalyst is O1CCOCC1. The product is [NH:16]([C:2]([NH:16][C:17]1[CH:22]=[CH:21][CH:20]=[CH:19][CH:18]=1)=[CH:3][C:4]([C:6]1[C:7]([Cl:14])=[N:8][C:9]([CH3:13])=[CH:10][C:11]=1[Cl:12])=[O:5])[C:17]1[CH:22]=[CH:21][CH:20]=[CH:19][CH:18]=1. The yield is 0.990. (3) The reactants are [CH3:1][S:2]([C:5]1[CH:6]=[C:7]([C:15]2[CH:24]=[CH:23][C:22]3[C:17](=[CH:18][CH:19]=[C:20]([O:25]C)[CH:21]=3)[C:16]=2[O:27][C:28]2[CH:42]=[CH:41][C:31]([O:32][CH2:33][CH2:34][N:35]3[CH2:40][CH2:39][CH2:38][CH2:37][CH2:36]3)=[CH:30][CH:29]=2)[CH:8]=[CH:9][C:10]=1[S:11]([CH3:14])(=[O:13])=[O:12])(=[O:4])=[O:3].[ClH:43].B(Br)(Br)Br.CO. The catalyst is C(OCC)(=O)C.C(OCC)C. The product is [ClH:43].[CH3:1][S:2]([C:5]1[CH:6]=[C:7]([C:15]2[C:16]([O:27][C:28]3[CH:42]=[CH:41][C:31]([O:32][CH2:33][CH2:34][N:35]4[CH2:40][CH2:39][CH2:38][CH2:37][CH2:36]4)=[CH:30][CH:29]=3)=[C:17]3[C:22](=[CH:23][CH:24]=2)[CH:21]=[C:20]([OH:25])[CH:19]=[CH:18]3)[CH:8]=[CH:9][C:10]=1[S:11]([CH3:14])(=[O:13])=[O:12])(=[O:3])=[O:4]. The yield is 0.450. (4) The reactants are [CH3:1][C@H:2]1[CH2:7][N:6]2[C:8]([C:11]3[CH:16]=[N:15][CH:14]=[CH:13][N:12]=3)=[N:9][N:10]=[C:5]2[C:4](=[O:17])[N:3]1C(OC(C)(C)C)=O.FC(F)(F)C(O)=O. The catalyst is C(Cl)Cl. The product is [CH3:1][C@H:2]1[CH2:7][N:6]2[C:8]([C:11]3[CH:16]=[N:15][CH:14]=[CH:13][N:12]=3)=[N:9][N:10]=[C:5]2[C:4](=[O:17])[NH:3]1. The yield is 0.640.